Dataset: Catalyst prediction with 721,799 reactions and 888 catalyst types from USPTO. Task: Predict which catalyst facilitates the given reaction. (1) Reactant: C[O:2][C:3]1[CH:8]=[CH:7][C:6]([C:9]2[C:13]3[S:14][CH:15]=[CH:16][C:12]=3[O:11][N:10]=2)=[CH:5][CH:4]=1.[Cl-].[Al+3].[Cl-].[Cl-]. Product: [OH:2][C:3]1[CH:4]=[CH:5][C:6]([C:9]2[C:13]3[S:14][CH:15]=[CH:16][C:12]=3[O:11][N:10]=2)=[CH:7][CH:8]=1. The catalyst class is: 26. (2) Reactant: Cl.[CH:2]([CH:15]1[CH2:20][CH2:19][NH:18][CH2:17][CH2:16]1)([C:9]1[CH:14]=[CH:13][CH:12]=[CH:11][CH:10]=1)[C:3]1[CH:8]=[CH:7][CH:6]=[CH:5][CH:4]=1.F[C:22]1[CH:29]=[CH:28][C:27]([N+:30]([O-:32])=[O:31])=[CH:26][C:23]=1[C:24]#[N:25].C(=O)([O-])[O-].[K+].[K+]. Product: [CH:2]([CH:15]1[CH2:20][CH2:19][N:18]([C:22]2[CH:29]=[CH:28][C:27]([N+:30]([O-:32])=[O:31])=[CH:26][C:23]=2[C:24]#[N:25])[CH2:17][CH2:16]1)([C:9]1[CH:10]=[CH:11][CH:12]=[CH:13][CH:14]=1)[C:3]1[CH:4]=[CH:5][CH:6]=[CH:7][CH:8]=1. The catalyst class is: 3. (3) Reactant: [OH:1][C:2]1[CH:12]=[CH:11][CH:10]=[CH:9][C:3]=1[CH2:4][NH:5][C:6](=[O:8])[CH3:7].Br[CH2:14][CH2:15][CH2:16][NH:17][C:18](=[O:24])[O:19][C:20]([CH3:23])([CH3:22])[CH3:21].C([O-])([O-])=O.[K+].[K+]. Product: [C:20]([O:19][C:18](=[O:24])[NH:17][CH2:16][CH2:15][CH2:14][O:1][C:2]1[CH:12]=[CH:11][CH:10]=[CH:9][C:3]=1[CH2:4][NH:5][C:6](=[O:8])[CH3:7])([CH3:23])([CH3:22])[CH3:21]. The catalyst class is: 3.